From a dataset of Forward reaction prediction with 1.9M reactions from USPTO patents (1976-2016). Predict the product of the given reaction. Given the reactants [C:1]1([CH:7]([C:34]2[CH:39]=[CH:38][CH:37]=[CH:36][CH:35]=2)[N:8]2[CH:13]=[CH:12][CH:11]=[C:10]([C:14]([NH:16][C@@H:17]([CH2:22][CH2:23][NH:24][C:25](=S)[NH:26][C:27]([O:29][CH2:30][CH3:31])=[O:28])[C:18]([O:20][CH3:21])=[O:19])=[O:15])[C:9]2=[O:33])[CH:6]=[CH:5][CH:4]=[CH:3][CH:2]=1.C[CH2:41][N:42]=C=NCCCN(C)C.CN.CCN(C(C)C)C(C)C, predict the reaction product. The product is: [C:1]1([CH:7]([C:34]2[CH:39]=[CH:38][CH:37]=[CH:36][CH:35]=2)[N:8]2[CH:13]=[CH:12][CH:11]=[C:10]([C:14]([NH:16][C@@H:17]([CH2:22][CH2:23][N:24]=[C:25]([NH:26][C:27]([O:29][CH2:30][CH3:31])=[O:28])[NH:42][CH3:41])[C:18]([O:20][CH3:21])=[O:19])=[O:15])[C:9]2=[O:33])[CH:6]=[CH:5][CH:4]=[CH:3][CH:2]=1.